From a dataset of TCR-epitope binding with 47,182 pairs between 192 epitopes and 23,139 TCRs. Binary Classification. Given a T-cell receptor sequence (or CDR3 region) and an epitope sequence, predict whether binding occurs between them. (1) The epitope is TLIGDCATV. The TCR CDR3 sequence is CASSQEWSLTGELFF. Result: 1 (the TCR binds to the epitope). (2) The epitope is HTTDPSFLGRY. The TCR CDR3 sequence is CASSQDSSDSQKPQHF. Result: 1 (the TCR binds to the epitope). (3) The epitope is DRFYKTLRAEQASQEV. The TCR CDR3 sequence is CASTSADNEQFF. Result: 0 (the TCR does not bind to the epitope). (4) The epitope is SLFNTVATLY. The TCR CDR3 sequence is CASSKYNEQFF. Result: 0 (the TCR does not bind to the epitope). (5) The TCR CDR3 sequence is CASSLNGQGAGYTF. The epitope is KPLEFGATSAAL. Result: 0 (the TCR does not bind to the epitope). (6) The epitope is MMISAGFSL. The TCR CDR3 sequence is CSVEDAGGTYEQYF. Result: 0 (the TCR does not bind to the epitope). (7) The epitope is IPRRNVATL. The TCR CDR3 sequence is CASIPGTGRLDTQYF. Result: 0 (the TCR does not bind to the epitope).